From a dataset of Drug-target binding data from BindingDB using IC50 measurements. Regression. Given a target protein amino acid sequence and a drug SMILES string, predict the binding affinity score between them. We predict pIC50 (pIC50 = -log10(IC50 in M); higher means more potent). Dataset: bindingdb_ic50. (1) The small molecule is CSc1nc(C(C)(C)C)nc2nc(N)c(C#N)c(N)c12. The target protein (Q9AIU7) has sequence MADLSSRVNELHDLLNQYSYEYYVEDNPSVPDSEYDKLLHELIKIEEEHPEYKTVDSPTVRVGGEAQASFNKVNHDTPMLSLGNAFNEDDLRKFDQRIREQIGNVEYMCELKIDGLAVSLKYVDGYFVQGLTRGDGTTGEDITENLKTIHAIPLKMKEPLNVEVRGEAYMPRRSFLRLNEEKEKNDEQLFANPRNAAAGSLRQLDSKLTAKRKLSVFIYSVNDFTDFNARSQSEALDELDKLGFTTNKNRARVNNIDGVLEYIEKWTSQRESLPYDIDGIVIKVNDLDQQDEMGFTQKSPRWAIAYKFPAEEVVTKLLDIELSIGRTGVVTPTAILEPVKVAGTTVSRASLHNEDLIHDRDIRIGDSVVVKKAGDIIPEVVRSIPERRPEDAVTYHMPTHCPSCGHELVRIEGEVALRCINPKCQAQLVEGLIHFVSRQAMNIDGLGTKIIQQLYQSELIKDVADIFYLTEEDLLPLDRMGQKKVDNLLAAIQQAKDNSL.... The pIC50 is 7.2. (2) The small molecule is COc1cccc2c1C(=O)c1c(O)c3c(c(O)c1C2=O)C[C@@](O)(C(=O)CO)C[C@@H]3O[C@H]1C[C@H](N)[C@H](O)[C@H](C)O1. The target protein (P9WNV1) has sequence MSSPDADQTAPEVLRQWQALAEEVREHQFRYYVRDAPIISDAEFDELLRRLEALEEQHPELRTPDSPTQLVGGAGFATDFEPVDHLERMLSLDNAFTADELAAWAGRIHAEVGDAAHYLCELKIDGVALSLVYREGRLTRASTRGDGRTGEDVTLNARTIADVPERLTPGDDYPVPEVLEVRGEVFFRLDDFQALNASLVEEGKAPFANPRNSAAGSLRQKDPAVTARRRLRMICHGLGHVEGFRPATLHQAYLALRAWGLPVSEHTTLATDLAGVRERIDYWGEHRHEVDHEIDGVVVKVDEVALQRRLGSTSRAPRWAIAYKYPPEEAQTKLLDIRVNVGRTGRITPFAFMTPVKVAGSTVGQATLHNASEIKRKGVLIGDTVVIRKAGDVIPEVLGPVVELRDGSEREFIMPTTCPECGSPLAPEKEGDADIRCPNARGCPGQLRERVFHVASRNGLDIEVLGYEAGVALLQAKVIADEGELFALTERDLLRTDLFR.... The pIC50 is 5.3. (3) The compound is CCc1c(C(=O)C(N)=O)c2c(OC(C)C(=O)O)cccc2n1Cc1ccccc1. The target protein (Q9BZM2) has sequence MKKFFTVAILAGSVLSTAHGSLLNLKAMVEAVTGRSAILSFVGYGCYCGLGGRGQPKDEVDWCCHAHDCCYQELFDQGCHPYVDHYDHTIENNTEIVCSDLNKTECDKQTCMCDKNMVLCLMNQTYREEYRGFLNVYCQGPTPNCSIYEPPPEEVTCSHQSPAPPAPP. The pIC50 is 7.0. (4) The small molecule is Cc1cncc2cccc(S(=O)(=O)N3CCCNC[C@@H]3C)c12. The target protein sequence is MGNAAAAKKGSEQESVKEFLAKAKEDFLKKWENPAQNTAHLDQFERIKTLGTGSFGRVMLVKHMETGNHYAMKILDKQKVVKLKQIEHTLNEKRILQAVNFPFLVKLEFSFKDNSNLYMVMEYVPGGDMFSHLRRIGRFSEPHARFYAAQIVLTFEYLHSLDLIYRDLKPENLLIDQQGYIQVTDFGFAKRVKGRTWTLCGTPEYLAPEIILSKGYNKAVDWWALGVLIYEMAAGYPPFFADQPIQIYEKIVSGKVRFPSHFSSDLKDLLRNLLQVDLTKRFGNLKNGVNDIKNHKWFATTDWIAIYQRKVEAPFIPKFKGPGDTSNFDDYEEEEIRVSINEKCGKEFSEF. The pIC50 is 6.3.